This data is from hERG potassium channel inhibition data for cardiac toxicity prediction from Karim et al.. The task is: Regression/Classification. Given a drug SMILES string, predict its toxicity properties. Task type varies by dataset: regression for continuous values (e.g., LD50, hERG inhibition percentage) or binary classification for toxic/non-toxic outcomes (e.g., AMES mutagenicity, cardiotoxicity, hepatotoxicity). Dataset: herg_karim. (1) The molecule is CC(C)(C)NC(=O)NCCN1CCCC(CNC(=O)c2cc(Cl)cc(Cl)c2)C1. The result is 1 (blocker). (2) The molecule is O=C(CNc1ncnc2ccc(C(F)(F)F)cc12)NC1CN([C@H]2CC[C@@](O)(c3cncs3)CC2)C1. The result is 0 (non-blocker).